From a dataset of Forward reaction prediction with 1.9M reactions from USPTO patents (1976-2016). Predict the product of the given reaction. (1) Given the reactants Br[C:2]1[CH:7]=[CH:6][CH:5]=[CH:4][C:3]=1[S:8]([CH:11]([CH3:13])[CH3:12])(=[O:10])=[O:9].[C:14]([O:18][C:19]([N:21]1[CH:25]=[CH:24][CH:23]=[C:22]1B(O)O)=[O:20])([CH3:17])([CH3:16])[CH3:15].C(=O)([O-])[O-].[Na+].[Na+], predict the reaction product. The product is: [CH:11]([S:8]([C:3]1[CH:4]=[CH:5][CH:6]=[CH:7][C:2]=1[C:22]1[N:21]([C:19]([O:18][C:14]([CH3:17])([CH3:16])[CH3:15])=[O:20])[CH:25]=[CH:24][CH:23]=1)(=[O:10])=[O:9])([CH3:13])[CH3:12]. (2) Given the reactants [C:1]([N:5]([C:20](=[O:29])[C:21]1[CH:26]=[C:25]([CH3:27])[CH:24]=[C:23]([CH3:28])[CH:22]=1)[NH:6][C:7](=[O:19])[C:8]1[CH:13]=[CH:12][CH:11]=[C:10]([O:14][CH3:15])[C:9]=1[CH2:16][S:17][CH3:18])([CH3:4])([CH3:3])[CH3:2].ClC1C=CC=C(C(OO)=[O:38])C=1, predict the reaction product. The product is: [C:1]([N:5]([C:20](=[O:29])[C:21]1[CH:26]=[C:25]([CH3:27])[CH:24]=[C:23]([CH3:28])[CH:22]=1)[NH:6][C:7](=[O:19])[C:8]1[CH:13]=[CH:12][CH:11]=[C:10]([O:14][CH3:15])[C:9]=1[CH2:16][S:17]([CH3:18])=[O:38])([CH3:4])([CH3:3])[CH3:2]. (3) The product is: [OH:1][C:2]1[CH:3]=[C:4]([C:9](=[O:12])[CH:10]=[CH2:11])[CH:5]=[C:6]([OH:8])[C:7]=1[CH:25]=[O:26]. Given the reactants [OH:1][C:2]1[CH:3]=[C:4]([C:9](=[O:12])[CH:10]=[CH2:11])[CH:5]=[C:6]([OH:8])[CH:7]=1.C1N2CN3CN(C2)CN1C3.FC(F)(F)[C:25](O)=[O:26], predict the reaction product. (4) Given the reactants [C:1]([CH2:3][CH2:4][NH:5][C:6]([C:8]1[C:12]([N+:13]([O-])=O)=[CH:11][N:10]([CH:16]2[CH2:21][CH2:20][CH2:19][CH2:18][O:17]2)[N:9]=1)=[O:7])#[N:2], predict the reaction product. The product is: [NH2:13][C:12]1[C:8]([C:6]([NH:5][CH2:4][CH2:3][C:1]#[N:2])=[O:7])=[N:9][N:10]([CH:16]2[CH2:21][CH2:20][CH2:19][CH2:18][O:17]2)[CH:11]=1. (5) Given the reactants C(N(CC)CC)C.[CH2:8]([C:10]1([CH2:16][CH2:17][N:18]2[CH2:23][CH2:22][CH:21]([NH:24][C:25]3[CH:30]=[CH:29][C:28]([CH3:31])=[CH:27][N:26]=3)[CH2:20][CH2:19]2)[CH2:15][CH2:14][CH2:13][CH2:12][CH2:11]1)[CH3:9].[O:32]1[CH:36]=[CH:35][CH:34]=[C:33]1[C:37](Cl)=[O:38].[Cl-].[NH4+], predict the reaction product. The product is: [CH2:8]([C:10]1([CH2:16][CH2:17][N:18]2[CH2:19][CH2:20][CH:21]([N:24]([C:25]3[CH:30]=[CH:29][C:28]([CH3:31])=[CH:27][N:26]=3)[C:37]([C:33]3[O:32][CH:36]=[CH:35][CH:34]=3)=[O:38])[CH2:22][CH2:23]2)[CH2:11][CH2:12][CH2:13][CH2:14][CH2:15]1)[CH3:9]. (6) Given the reactants ClCCCl.[CH:14]1[C:13]([S:12][S:12][C:13]2[CH:18]=[CH:17][C:16]([Cl:19])=[CH:15][CH:14]=2)=[CH:18][CH:17]=[C:16]([Cl:19])[CH:15]=1.[CH2:21]([O:23][C:24](=[O:43])[CH2:25][CH:26]1[C:34]2[N:30]([C:31]3[N:38]=[CH:37][CH:36]=[C:35]([S:39]([CH3:42])(=[O:41])=[O:40])[C:32]=3[CH:33]=2)[CH2:29][CH2:28][CH2:27]1)[CH3:22].C([O-])(O)=O.[Na+], predict the reaction product. The product is: [CH2:21]([O:23][C:24](=[O:43])[CH2:25][CH:26]1[C:34]2[N:30]([C:31]3[N:38]=[CH:37][CH:36]=[C:35]([S:39]([CH3:42])(=[O:41])=[O:40])[C:32]=3[C:33]=2[S:12][C:13]2[CH:14]=[CH:15][C:16]([Cl:19])=[CH:17][CH:18]=2)[CH2:29][CH2:28][CH2:27]1)[CH3:22]. (7) Given the reactants [F:1][C:2]([F:34])([F:33])[C:3]1[CH:4]=[C:5]([C@H:13]([O:15][C@H:16]2[O:24][CH2:23][C@@H:19]3[CH2:20][NH:21][CH2:22][C@H:18]3[C@@H:17]2[C:25]2[CH:30]=[CH:29][C:28]([F:31])=[CH:27][C:26]=2[CH3:32])[CH3:14])[CH:6]=[C:7]([C:9]([F:12])([F:11])[F:10])[CH:8]=1.C(N(CC)CC)C.Cl[C:43]1[CH:48]=[N:47][CH:46]=[CH:45][N:44]=1, predict the reaction product. The product is: [F:34][C:2]([F:1])([F:33])[C:3]1[CH:4]=[C:5]([C@H:13]([O:15][C@H:16]2[O:24][CH2:23][C@@H:19]3[CH2:20][N:21]([C:43]4[CH:48]=[N:47][CH:46]=[CH:45][N:44]=4)[CH2:22][C@H:18]3[C@@H:17]2[C:25]2[CH:30]=[CH:29][C:28]([F:31])=[CH:27][C:26]=2[CH3:32])[CH3:14])[CH:6]=[C:7]([C:9]([F:12])([F:10])[F:11])[CH:8]=1. (8) Given the reactants [OH:1][C:2]1[CH:3]=[C:4]([CH:7]=[CH:8][CH:9]=1)[CH:5]=[O:6].[CH2:10](I)[CH2:11][CH3:12].C(=O)([O-])[O-].[K+].[K+], predict the reaction product. The product is: [CH2:10]([O:1][C:2]1[CH:3]=[C:4]([CH:7]=[CH:8][CH:9]=1)[CH:5]=[O:6])[CH2:11][CH3:12]. (9) Given the reactants Cl[C:2]1[N:7]=[C:6]([CH:8]([C:14](OCC)=O)C(OCC)=O)C=NC=1.C[C:20]([OH:22])=[O:21].C1C=C(Cl)[CH:26]=[C:25]([C:30](OO)=O)[CH:24]=1.C1COCC1.[O-]S([O-])=O.[Na+].[Na+].[Cl:45][C:46]1[CH:51]=[C:50]([C:52]2[CH:57]=[N:56][CH:55]=[C:54]([CH3:58])[N:53]=2)[CH:49]=[CH:48][C:47]=1[C:59]1[C:71](=[O:72])[N:70](C2CCN(C(OC(C)(C)C)=O)C2)[C:62]2[N:63]=[C:64]([NH:67][CH2:68][CH3:69])[N:65]=[CH:66][C:61]=2[CH:60]=1, predict the reaction product. The product is: [Cl:45][C:46]1[CH:51]=[C:50]([C:52]2[CH:57]=[N:56][CH:55]=[C:54]([CH3:58])[N:53]=2)[CH:49]=[CH:48][C:47]=1[C:59]1[C:71]([O:72][CH:14]2[CH2:8][CH2:6][N:7]([C:20]([O:22][C:25]([CH3:30])([CH3:26])[CH3:24])=[O:21])[CH2:2]2)=[N:70][C:62]2[N:63]=[C:64]([NH:67][CH2:68][CH3:69])[N:65]=[CH:66][C:61]=2[CH:60]=1.